From a dataset of NCI-60 drug combinations with 297,098 pairs across 59 cell lines. Regression. Given two drug SMILES strings and cell line genomic features, predict the synergy score measuring deviation from expected non-interaction effect. Drug 1: CC(C1=C(C=CC(=C1Cl)F)Cl)OC2=C(N=CC(=C2)C3=CN(N=C3)C4CCNCC4)N. Drug 2: C1CN1P(=S)(N2CC2)N3CC3. Cell line: HL-60(TB). Synergy scores: CSS=68.2, Synergy_ZIP=4.14, Synergy_Bliss=3.90, Synergy_Loewe=0.627, Synergy_HSA=1.85.